Dataset: Catalyst prediction with 721,799 reactions and 888 catalyst types from USPTO. Task: Predict which catalyst facilitates the given reaction. (1) Product: [CH3:21][O:16][C:14]1[N:15]=[C:10]([C:9]2[C:5]3[CH:4]=[C:3]([CH2:2][OH:1])[CH:19]=[CH:18][C:6]=3[S:7][CH:8]=2)[C:11]([CH3:17])=[CH:12][CH:13]=1. Reactant: [OH:1][CH2:2][C:3]1[CH:19]=[CH:18][C:6]2[S:7][CH:8]=[C:9]([C:10]3[N:15]=[C:14]([OH:16])[CH:13]=[CH:12][C:11]=3[CH3:17])[C:5]=2[CH:4]=1.I[CH3:21]. The catalyst class is: 11. (2) Reactant: [CH3:1][CH2:2][C@@:3]1([OH:28])[C:8](=[O:9])[O:7][CH2:6][C:5]2[C:10]([N:12]3[C:24](=[CH:25][C:4]1=2)[C:23]1[C:14](=[C:15]([CH:26]=O)[C:16]2[C:21]([N:22]=1)=[CH:20][CH:19]=[CH:18][CH:17]=2)[CH2:13]3)=[O:11].[NH2:29][C:30]1[CH:35]=[CH:34][CH:33]=[CH:32][CH:31]=1.[Yb]. Product: [CH3:1][CH2:2][C@@:3]1([OH:28])[C:8](=[O:9])[O:7][CH2:6][C:5]2[C:10]([N:12]3[C:24](=[CH:25][C:4]1=2)[C:23]1[C:14](=[C:15]([CH:26]=[N:29][C:30]2[CH:35]=[CH:34][CH:33]=[CH:32][CH:31]=2)[C:16]2[C:21]([N:22]=1)=[CH:20][CH:19]=[CH:18][CH:17]=2)[CH2:13]3)=[O:11]. The catalyst class is: 2. (3) Reactant: C[N:2](C)[C:3](=[N:5][C:6]([CH:8]1[CH2:13][CH2:12][CH2:11][N:10]([C:14]([O:16][C:17]([CH3:20])([CH3:19])[CH3:18])=[O:15])[CH2:9]1)=[S:7])[CH3:4].N1C=CC=CC=1.NOS(O)(=O)=O. Product: [CH3:4][C:3]1[N:5]=[C:6]([CH:8]2[CH2:13][CH2:12][CH2:11][N:10]([C:14]([O:16][C:17]([CH3:20])([CH3:19])[CH3:18])=[O:15])[CH2:9]2)[S:7][N:2]=1. The catalyst class is: 357. (4) Reactant: [CH3:1][O:2][C:3]1[CH:4]=[C:5]([C@:11]23[CH2:19][CH2:18][C@H:17]([NH2:20])[CH2:16][C@H:15]2[N:14]([CH3:21])[CH2:13][CH2:12]3)[CH:6]=[CH:7][C:8]=1[O:9][CH3:10].[Cl:22][C:23]1[CH:28]=[CH:27][C:26]([N:29]=[C:30]=[O:31])=[CH:25][C:24]=1[C:32]([F:35])([F:34])[F:33]. Product: [Cl:22][C:23]1[CH:28]=[CH:27][C:26]([NH:29][C:30]([NH:20][C@@H:17]2[CH2:16][C@@H:15]3[C@@:11]([C:5]4[CH:6]=[CH:7][C:8]([O:9][CH3:10])=[C:3]([O:2][CH3:1])[CH:4]=4)([CH2:12][CH2:13][N:14]3[CH3:21])[CH2:19][CH2:18]2)=[O:31])=[CH:25][C:24]=1[C:32]([F:33])([F:34])[F:35]. The catalyst class is: 1. (5) Reactant: C(N(CC)C(C)C)(C)C.Br[CH2:11][C:12]([O:14][CH3:15])=[O:13].[CH2:16]([NH:23][C:24]1[CH:29]=[CH:28][C:27]([F:30])=[C:26]([Cl:31])[CH:25]=1)[C:17]1[CH:22]=[CH:21][CH:20]=[CH:19][CH:18]=1. Product: [CH2:16]([N:23]([C:24]1[CH:29]=[CH:28][C:27]([F:30])=[C:26]([Cl:31])[CH:25]=1)[CH2:11][C:12]([O:14][CH3:15])=[O:13])[C:17]1[CH:18]=[CH:19][CH:20]=[CH:21][CH:22]=1. The catalyst class is: 31. (6) Reactant: CCCCCC.C([Li])CCC.[O:12]1CCC[CH2:13]1.[O:17]1[CH2:21][CH2:20][CH:19]([CH2:22][NH:23][C:24]([C:26]2[CH:30]=[C:29]([CH2:31][CH2:32][CH2:33][C:34]3[CH:43]=[CH:42][C:41]4[C:36](=[CH:37][CH:38]=[CH:39][CH:40]=4)[CH:35]=3)[O:28][N:27]=2)=[O:25])[CH2:18]1.Cl. Product: [O:17]1[CH2:21][CH2:20][CH:19]([CH2:22][NH:23][C:24]([C:26]2[C:30]([CH:13]=[O:12])=[C:29]([CH2:31][CH2:32][CH2:33][C:34]3[CH:43]=[CH:42][C:41]4[C:36](=[CH:37][CH:38]=[CH:39][CH:40]=4)[CH:35]=3)[O:28][N:27]=2)=[O:25])[CH2:18]1. The catalyst class is: 9. (7) Reactant: Br[C:2]1[CH:3]=[C:4]([CH:9]=[CH:10][C:11]=1[F:12])[C:5]([O:7][CH3:8])=[O:6].C([N:15](CC)CC)C.[C:20]1([CH3:26])[CH:25]=[CH:24][CH:23]=[CH:22][CH:21]=1. Product: [F:12][C:11]1[CH:10]=[CH:9][C:4]([C:5]([O:7][CH3:8])=[O:6])=[CH:3][C:2]=1[C:26]#[C:20][C:21]1[CH:22]=[CH:23][CH:24]=[CH:25][N:15]=1. The catalyst class is: 724. (8) Reactant: Cl[C:2]1[C:11]2[C:6](=[C:7]([CH3:16])[CH:8]=[C:9]([S:12]([CH3:15])(=[O:14])=[O:13])[CH:10]=2)[N:5]=[N:4][C:3]=1[C:17]([NH2:19])=[O:18].[F:20][C:21]1[C:27]([F:28])=[CH:26][CH:25]=[CH:24][C:22]=1[NH2:23]. Product: [F:20][C:21]1[C:27]([F:28])=[CH:26][CH:25]=[CH:24][C:22]=1[NH:23][C:2]1[C:11]2[C:6](=[C:7]([CH3:16])[CH:8]=[C:9]([S:12]([CH3:15])(=[O:14])=[O:13])[CH:10]=2)[N:5]=[N:4][C:3]=1[C:17]([NH2:19])=[O:18]. The catalyst class is: 10. (9) Reactant: [CH2:1]([NH:3][C:4]([C:6]1[CH:11]=[CH:10][C:9]([N:12]2[C:16]([O:17][CH2:18][CH2:19][CH2:20][C:21]3[CH:26]=[CH:25][CH:24]=[CH:23][CH:22]=3)=[C:15]([C:27]([O:29]C)=O)[N:14]=[N:13]2)=[CH:8][CH:7]=1)=[O:5])[CH3:2].[OH-].[Na+].[CH:33]1([NH2:36])[CH2:35][CH2:34]1.C1C=CC2N(O)N=NC=2C=1.CCN=C=NCCCN(C)C. Product: [CH:33]1([NH:36][C:27]([C:15]2[N:14]=[N:13][N:12]([C:9]3[CH:10]=[CH:11][C:6]([C:4]([NH:3][CH2:1][CH3:2])=[O:5])=[CH:7][CH:8]=3)[C:16]=2[O:17][CH2:18][CH2:19][CH2:20][C:21]2[CH:26]=[CH:25][CH:24]=[CH:23][CH:22]=2)=[O:29])[CH2:35][CH2:34]1. The catalyst class is: 5.